This data is from Catalyst prediction with 721,799 reactions and 888 catalyst types from USPTO. The task is: Predict which catalyst facilitates the given reaction. Reactant: [CH:1]1([CH2:7][O:8][C:9]2[C:10]3[N:11]([C:15]([C:19]([NH:21][C@H:22]([C:27]4[CH:32]=[CH:31][CH:30]=[CH:29][CH:28]=4)[CH2:23][C:24]([OH:26])=O)=[O:20])=[C:16]([CH3:18])[N:17]=3)[CH:12]=[CH:13][CH:14]=2)[CH2:6][CH2:5][CH2:4][CH2:3][CH2:2]1.C(N1C=CN=C1)(N1C=CN=C1)=O.[CH3:45][S:46]([NH2:49])(=[O:48])=[O:47].C1CCN2C(=NCCC2)CC1.Cl. Product: [CH:1]1([CH2:7][O:8][C:9]2[C:10]3[N:11]([C:15]([C:19]([NH:21][C@H:22]([C:27]4[CH:28]=[CH:29][CH:30]=[CH:31][CH:32]=4)[CH2:23][C:24]([NH:49][S:46]([CH3:45])(=[O:48])=[O:47])=[O:26])=[O:20])=[C:16]([CH3:18])[N:17]=3)[CH:12]=[CH:13][CH:14]=2)[CH2:2][CH2:3][CH2:4][CH2:5][CH2:6]1. The catalyst class is: 39.